This data is from Reaction yield outcomes from USPTO patents with 853,638 reactions. The task is: Predict the reaction yield, written as a fraction of the theoretical maximum amount of product (1.0 means a 100% yield; for example, 0.34 means a 34% yield). (1) The reactants are [CH2:1]([C:3]1[CH:8]=[CH:7][CH:6]=[C:5]([CH2:9][CH3:10])[C:4]=1[NH:11][C:12]([N:14]1[CH2:21][C:20]2[C:19]([C:22](O)=O)=[N:18][NH:17][C:16]=2[CH2:15]1)=[O:13])[CH3:2].O.OC1C2N=NNC=2C=CC=1.C(N(CC)CC)C.Cl.CN(C)CCCN=C=NCC.[NH2:55][C:56]1[CH:57]=[C:58]2[C:62](=[CH:63][C:64]=1[NH2:65])[N:61]([CH2:66][CH3:67])[C:60](=[O:68])[C:59]2([CH3:70])[CH3:69]. The catalyst is CN(C=O)C. The product is [CH2:1]([C:3]1[CH:8]=[CH:7][CH:6]=[C:5]([CH2:9][CH3:10])[C:4]=1[NH:11][C:12]([N:14]1[CH2:21][C:20]2[C:19]([C:22]3[NH:65][C:64]4[C:56]([N:55]=3)=[CH:57][C:58]3[C:59]([CH3:69])([CH3:70])[C:60](=[O:68])[N:61]([CH2:66][CH3:67])[C:62]=3[CH:63]=4)=[N:18][NH:17][C:16]=2[CH2:15]1)=[O:13])[CH3:2]. The yield is 0.450. (2) The reactants are [CH2:1]([O:8][CH2:9][N:10]1[N:14]=[N:13][CH:12]=[N:11]1)[C:2]1[CH:7]=[CH:6][CH:5]=[CH:4][CH:3]=1.CN(C)CCN(C)C.C([Li])CCC.[CH2:28]([Sn:32](Cl)([CH2:37][CH2:38][CH2:39][CH3:40])[CH2:33][CH2:34][CH2:35][CH3:36])[CH2:29][CH2:30][CH3:31]. The catalyst is C(OCC)C. The product is [CH2:1]([O:8][CH2:9][N:10]1[N:14]=[N:13][C:12]([Sn:32]([CH2:33][CH2:34][CH2:35][CH3:36])([CH2:37][CH2:38][CH2:39][CH3:40])[CH2:28][CH2:29][CH2:30][CH3:31])=[N:11]1)[C:2]1[CH:3]=[CH:4][CH:5]=[CH:6][CH:7]=1. The yield is 0.600. (3) The reactants are [Cl-].O[NH3+:3].[C:4](=[O:7])([O-])[OH:5].[Na+].CS(C)=O.[CH3:13][O:14][C:15]1[CH:47]=[CH:46][C:18]([O:19][C:20]2[C:25](=[O:26])[N:24]([CH2:27][C:28]3[CH:33]=[CH:32][C:31]([C:34]4[C:35]([C:40]#[N:41])=[CH:36][CH:37]=[CH:38][CH:39]=4)=[CH:30][CH:29]=3)[C:23]([CH2:42][CH2:43][CH3:44])=[N:22][C:21]=2[CH3:45])=[CH:17][CH:16]=1. The product is [CH3:13][O:14][C:15]1[CH:16]=[CH:17][C:18]([O:19][C:20]2[C:25](=[O:26])[N:24]([CH2:27][C:28]3[CH:33]=[CH:32][C:31]([C:34]4[CH:39]=[CH:38][CH:37]=[CH:36][C:35]=4[C:40]4[NH:3][C:4](=[O:7])[O:5][N:41]=4)=[CH:30][CH:29]=3)[C:23]([CH2:42][CH2:43][CH3:44])=[N:22][C:21]=2[CH3:45])=[CH:46][CH:47]=1. The catalyst is C(OCC)(=O)C. The yield is 0.560.